This data is from Forward reaction prediction with 1.9M reactions from USPTO patents (1976-2016). The task is: Predict the product of the given reaction. (1) Given the reactants [CH:1]1[C:14]2[CH2:13][C:12]3[C:7](=[CH:8][CH:9]=[CH:10][CH:11]=3)[NH:6][C:5]=2[CH:4]=[CH:3][CH:2]=1.CC(C)([O-])C.[Na+].Br[C:22]1[CH:27]=[CH:26][C:25]([N+:28]([O-:30])=[O:29])=[CH:24][CH:23]=1, predict the reaction product. The product is: [N+:28]([C:25]1[CH:26]=[CH:27][C:22]([N:6]2[C:7]3[C:12](=[CH:11][CH:10]=[CH:9][CH:8]=3)[CH2:13][C:14]3[CH:1]=[CH:2][CH:3]=[CH:4][C:5]2=3)=[CH:23][CH:24]=1)([O-:30])=[O:29]. (2) Given the reactants [CH3:1][C:2]1[CH:7]=[CH:6][C:5]([C:8]2[C:9](=[O:18])[NH:10][C:11]3([CH2:17][CH2:16][CH2:15][CH2:14][CH2:13]3)[N:12]=2)=[CH:4][CH:3]=1.[H-].[Na+].[CH2:21]([O:23][C:24](=[O:27])[CH2:25]Br)[CH3:22].O, predict the reaction product. The product is: [CH3:1][C:2]1[CH:3]=[CH:4][C:5]([C:8]2[C:9](=[O:18])[N:10]([CH2:25][C:24]([O:23][CH2:21][CH3:22])=[O:27])[C:11]3([CH2:17][CH2:16][CH2:15][CH2:14][CH2:13]3)[N:12]=2)=[CH:6][CH:7]=1.